Dataset: Reaction yield outcomes from USPTO patents with 853,638 reactions. Task: Predict the reaction yield, written as a fraction of the theoretical maximum amount of product (1.0 means a 100% yield; for example, 0.34 means a 34% yield). (1) The reactants are [CH3:1][C:2]1[CH:3]=[C:4]([NH2:10])[C:5]([NH2:9])=[CH:6][C:7]=1[CH3:8].[C:11]([O:15][C:16]([N:18]1[CH2:23][CH2:22][C@@H:21]([NH:24][C:25]([NH:27][C:28]2[CH:33]=[CH:32][C:31]([C:34]#[N:35])=[CH:30][CH:29]=2)=[O:26])[CH2:20][C@@H:19]1[C:36](O)=[O:37])=[O:17])([CH3:14])([CH3:13])[CH3:12].F[P-](F)(F)(F)(F)F.N1(O[P+](N(C)C)(N(C)C)N(C)C)C2C=CC=CC=2N=N1.CCN(C(C)C)C(C)C. The catalyst is CN(C=O)C.O. The product is [NH2:9][C:5]1[CH:6]=[C:7]([CH3:8])[C:2]([CH3:1])=[CH:3][C:4]=1[NH:10][C:36]([C@H:19]1[CH2:20][C@H:21]([NH:24][C:25]([NH:27][C:28]2[CH:33]=[CH:32][C:31]([C:34]#[N:35])=[CH:30][CH:29]=2)=[O:26])[CH2:22][CH2:23][N:18]1[C:16]([O:15][C:11]([CH3:14])([CH3:13])[CH3:12])=[O:17])=[O:37]. The yield is 0.800. (2) The reactants are [CH2:1]([O:3][C:4](=[O:24])[CH2:5][CH2:6][CH2:7][O:8][C:9]1[CH:14]=[CH:13][CH:12]=[C:11]([CH2:15]Br)[C:10]=1/[CH:17]=[CH:18]/[C:19]([O:21][CH2:22][CH3:23])=[O:20])[CH3:2].C1(P(C2C=CC=CC=2)C2C=CC=CC=2)C=CC=CC=1.[C:44]([Si:48]([CH3:57])([CH3:56])[O:49][CH2:50][CH2:51][CH2:52][CH2:53][CH:54]=O)([CH3:47])([CH3:46])[CH3:45]. The catalyst is C(#N)C.O1C(CC)C1. The product is [CH2:1]([O:3][C:4](=[O:24])[CH2:5][CH2:6][CH2:7][O:8][C:9]1[CH:14]=[CH:13][CH:12]=[C:11]([CH:15]=[CH:54][CH2:53][CH2:52][CH2:51][CH2:50][O:49][Si:48]([C:44]([CH3:45])([CH3:47])[CH3:46])([CH3:57])[CH3:56])[C:10]=1/[CH:17]=[CH:18]/[C:19]([O:21][CH2:22][CH3:23])=[O:20])[CH3:2]. The yield is 0.740. (3) The reactants are [Cl:1][C:2]1[C:11]([CH:12]=[O:13])=[CH:10][C:9]2[C:4](=[CH:5][CH:6]=[C:7]([O:14][CH2:15][C:16]([O:18][C:19]([CH3:22])([CH3:21])[CH3:20])=[O:17])[CH:8]=2)[N:3]=1.CC(=CC)C.Cl([O-])=[O:29].[Na+].P([O-])(O)(O)=O.[Na+]. The catalyst is C(O)(C)(C)C.O. The product is [C:19]([O:18][C:16](=[O:17])[CH2:15][O:14][C:7]1[CH:8]=[C:9]2[C:4](=[CH:5][CH:6]=1)[N:3]=[C:2]([Cl:1])[C:11]([C:12]([OH:29])=[O:13])=[CH:10]2)([CH3:22])([CH3:21])[CH3:20]. The yield is 1.00.